This data is from Full USPTO retrosynthesis dataset with 1.9M reactions from patents (1976-2016). The task is: Predict the reactants needed to synthesize the given product. (1) Given the product [CH:13]1([NH:19][C:20]2[N:2]([CH3:1])[C:3]3[CH:8]=[CH:7][C:6]([N+:9]([O-:11])=[O:10])=[CH:5][C:4]=3[N:12]=2)[CH2:18][CH2:17][CH2:16][CH2:15][CH2:14]1, predict the reactants needed to synthesize it. The reactants are: [CH3:1][NH:2][C:3]1[C:4]([NH2:12])=[CH:5][C:6]([N+:9]([O-:11])=[O:10])=[CH:7][CH:8]=1.[CH:13]1([N:19]=[C:20]=S)[CH2:18][CH2:17][CH2:16][CH2:15][CH2:14]1. (2) Given the product [CH:13]12[CH2:19][CH:16]([CH2:17][CH2:18]1)[CH2:15][CH:14]2[NH:20][C:2]1[O:39][C:38]([C:36]2[CH:35]=[CH:34][C:32]3[N:33]=[C:29]([C:23]4[C:24]([Cl:28])=[CH:25][CH:26]=[CH:27][C:22]=4[Cl:21])[NH:30][C:31]=3[CH:37]=2)=[N:40][N:41]=1, predict the reactants needed to synthesize it. The reactants are: N1(C(N2C=CN=C2)=S)C=CN=[CH:2]1.[CH:13]12[CH2:19][CH:16]([CH2:17][CH2:18]1)[CH2:15][CH:14]2[NH2:20].[Cl:21][C:22]1[CH:27]=[CH:26][CH:25]=[C:24]([Cl:28])[C:23]=1[C:29]1[NH:30][C:31]2[CH:37]=[C:36]([C:38]([NH:40][NH2:41])=[O:39])[CH:35]=[CH:34][C:32]=2[N:33]=1.CCN=C=NCCCN(C)C.